From a dataset of Peptide-MHC class II binding affinity with 134,281 pairs from IEDB. Regression. Given a peptide amino acid sequence and an MHC pseudo amino acid sequence, predict their binding affinity value. This is MHC class II binding data. (1) The peptide sequence is IRQAGVQYSR. The MHC is HLA-DQA10401-DQB10402 with pseudo-sequence HLA-DQA10401-DQB10402. The binding affinity (normalized) is 0.211. (2) The peptide sequence is AGYTPAAPAGAEPAGKATTE. The MHC is HLA-DPA10103-DPB10301 with pseudo-sequence HLA-DPA10103-DPB10301. The binding affinity (normalized) is 0.248.